Dataset: Full USPTO retrosynthesis dataset with 1.9M reactions from patents (1976-2016). Task: Predict the reactants needed to synthesize the given product. (1) Given the product [F:7][C:8]1[CH:9]=[C:10]([C:16]2[C:24]3[C:19](=[N:20][CH:21]=[C:22]([NH:25][C:3](=[O:4])[N:2]([CH3:6])[CH3:1])[CH:23]=3)[N:18]([CH3:26])[N:17]=2)[CH:11]=[CH:12][C:13]=1[O:14][CH3:15], predict the reactants needed to synthesize it. The reactants are: [CH3:1][N:2]([CH3:6])[C:3](Cl)=[O:4].[F:7][C:8]1[CH:9]=[C:10]([C:16]2[C:24]3[C:19](=[N:20][CH:21]=[C:22]([NH2:25])[CH:23]=3)[N:18]([CH3:26])[N:17]=2)[CH:11]=[CH:12][C:13]=1[O:14][CH3:15].N1C=CC=CC=1. (2) Given the product [CH3:18][O:17][C@@H:16]1[CH2:15][NH:14][CH2:13][C@H:12]1[NH:11][C:9](=[O:10])[O:8][CH2:1][C:2]1[CH:7]=[CH:6][CH:5]=[CH:4][CH:3]=1, predict the reactants needed to synthesize it. The reactants are: [CH2:1]([O:8][C:9]([NH:11][C@H:12]1[C@H:16]([O:17][CH3:18])[CH2:15][N:14](C(OC(C)(C)C)=O)[CH2:13]1)=[O:10])[C:2]1[CH:7]=[CH:6][CH:5]=[CH:4][CH:3]=1.Cl. (3) Given the product [C:20]([C:24]1[CH:25]=[CH:26][C:27]([C:28]([NH:1][C:2]2[CH:3]=[CH:4][C:5]([C:8]3[S:12][C:11]([CH2:13][CH2:14][CH2:15][C:16]([O:18][CH3:19])=[O:17])=[N:10][CH:9]=3)=[CH:6][CH:7]=2)=[O:29])=[CH:31][CH:32]=1)([CH3:23])([CH3:21])[CH3:22], predict the reactants needed to synthesize it. The reactants are: [NH2:1][C:2]1[CH:7]=[CH:6][C:5]([C:8]2[S:12][C:11]([CH2:13][CH2:14][CH2:15][C:16]([O:18][CH3:19])=[O:17])=[N:10][CH:9]=2)=[CH:4][CH:3]=1.[C:20]([C:24]1[CH:32]=[CH:31][C:27]([C:28](Cl)=[O:29])=[CH:26][CH:25]=1)([CH3:23])([CH3:22])[CH3:21]. (4) Given the product [C:8]([O:12][C:13]([N:15]1[CH2:20][CH2:19][N:18]([C:21]([O:23][C:24]([CH3:27])([CH3:26])[CH3:25])=[O:22])[CH2:17][CH:16]1[CH2:28][CH:29]=[O:30])=[O:14])([CH3:11])([CH3:10])[CH3:9], predict the reactants needed to synthesize it. The reactants are: CN1CCOCC1.[C:8]([O:12][C:13]([N:15]1[CH2:20][CH2:19][N:18]([C:21]([O:23][C:24]([CH3:27])([CH3:26])[CH3:25])=[O:22])[CH2:17][CH:16]1[CH2:28][CH2:29][OH:30])=[O:14])([CH3:11])([CH3:10])[CH3:9]. (5) The reactants are: [CH3:1][O:2][C:3](=[O:13])[CH2:4][CH2:5][CH:6]([C:10](=[O:12])[CH3:11])[C:7](=[O:9])[CH3:8].[Na].[C:15](Cl)(=[O:17])[CH3:16]. Given the product [CH3:1][O:2][C:3](=[O:13])[CH2:4][CH2:5][C:6]([C:15](=[O:17])[CH3:16])([C:7](=[O:9])[CH3:8])[C:10](=[O:12])[CH3:11], predict the reactants needed to synthesize it.